From a dataset of Catalyst prediction with 721,799 reactions and 888 catalyst types from USPTO. Predict which catalyst facilitates the given reaction. (1) Reactant: [O:1]=[C:2]1[C:7]([CH2:8][C:9]2[CH:14]=[CH:13][C:12]([C:15]3[C:16]([C:21]#[N:22])=[CH:17][CH:18]=[CH:19][CH:20]=3)=[CH:11][CH:10]=2)=[C:6]([CH2:23][CH2:24][CH3:25])[N:5]2[N:26]=[CH:27][N:28]=[C:4]2[N:3]1[CH:29]1[CH2:41][CH2:40][C:32]2([O:36][C@H:35]3[CH2:37][O:38][CH2:39][C@H:34]3[O:33]2)[CH2:31][CH2:30]1.C([BH3-])#N.[Na+].O1CCCC1. Product: [OH:36][C@H:35]1[CH2:37][O:38][CH2:39][C@H:34]1[O:33][C@H:32]1[CH2:31][CH2:30][C@H:29]([N:3]2[C:2](=[O:1])[C:7]([CH2:8][C:9]3[CH:14]=[CH:13][C:12]([C:15]4[C:16]([C:21]#[N:22])=[CH:17][CH:18]=[CH:19][CH:20]=4)=[CH:11][CH:10]=3)=[C:6]([CH2:23][CH2:24][CH3:25])[N:5]3[N:26]=[CH:27][N:28]=[C:4]23)[CH2:41][CH2:40]1. The catalyst class is: 13. (2) Reactant: [NH2:1][C:2]1[N:7]=[C:6](Cl)[N:5]=[C:4]([C:9]([F:12])([CH3:11])[CH3:10])[N:3]=1.C(=O)([O-])[O-].[K+].[K+].[C:19]1([CH2:25][CH2:26][CH2:27][C@@H:28]([NH2:32])[CH:29]2[CH2:31][CH2:30]2)[CH:24]=[CH:23][CH:22]=[CH:21][CH:20]=1. Product: [NH2:1][C:2]1[N:3]=[C:4]([C:9]([F:12])([CH3:11])[CH3:10])[N:5]=[C:6]([NH:32][C@@H:28]([CH:29]2[CH2:31][CH2:30]2)[CH2:27][CH2:26][CH2:25][C:19]2[CH:24]=[CH:23][CH:22]=[CH:21][CH:20]=2)[N:7]=1. The catalyst class is: 10. (3) Reactant: [F:1][C:2]1[CH:7]=[CH:6][C:5]([CH2:8][C:9]2[CH:18]=[C:17]3[C:12]([C:13]([OH:25])=[C:14]([C:20]([O:22]CC)=O)[C:15](=[O:19])[NH:16]3)=[N:11][CH:10]=2)=[CH:4][CH:3]=1.[NH2:26][CH2:27][CH2:28][N:29]([CH3:34])[S:30]([CH3:33])(=[O:32])=[O:31]. Product: [F:1][C:2]1[CH:7]=[CH:6][C:5]([CH2:8][C:9]2[CH:18]=[C:17]3[C:12]([C:13]([OH:25])=[C:14]([C:20]([NH:26][CH2:27][CH2:28][N:29]([CH3:34])[S:30]([CH3:33])(=[O:32])=[O:31])=[O:22])[C:15](=[O:19])[NH:16]3)=[N:11][CH:10]=2)=[CH:4][CH:3]=1. The catalyst class is: 9. (4) Reactant: [OH:1][N:2]=[C:3](Cl)[C:4]1[CH:15]=[CH:14][C:7]2[B:8]([OH:13])[O:9][C:10]([CH3:12])([CH3:11])[C:6]=2[CH:5]=1.[Cl:17][C:18]1[CH:23]=[C:22]([C:24]([C:26]([F:29])([F:28])[F:27])=[CH2:25])[CH:21]=[C:20]([Cl:30])[C:19]=1[Cl:31]. Product: [CH3:11][C:10]1([CH3:12])[O:9][B:8]([OH:13])[C:7]2[CH:14]=[CH:15][C:4]([C:3]3[CH2:25][C:24]([C:22]4[CH:21]=[C:20]([Cl:30])[C:19]([Cl:31])=[C:18]([Cl:17])[CH:23]=4)([C:26]([F:29])([F:28])[F:27])[O:1][N:2]=3)=[CH:5][C:6]1=2. The catalyst class is: 3. (5) Reactant: [C:1]([C:5]1[N:6]=[C:7]([NH:10][C:11]([C:13]2[CH:49]=[CH:48][N:16]3[C:17](=[O:47])[C:18](/[CH:38]=[CH:39]/[C:40]([O:42]C(C)(C)C)=[O:41])=[C:19]([N:21]4[CH2:26][CH2:25][CH2:24][C@@H:23]([O:27][C:28]([NH:30][CH2:31][CH2:32][N:33]5[CH2:37][CH2:36][CH2:35][CH2:34]5)=[O:29])[CH2:22]4)[N:20]=[C:15]3[CH:14]=2)=[O:12])[S:8][CH:9]=1)([CH3:4])([CH3:3])[CH3:2]. Product: [C:1]([C:5]1[N:6]=[C:7]([NH:10][C:11]([C:13]2[CH:49]=[CH:48][N:16]3[C:17](=[O:47])[C:18](/[CH:38]=[CH:39]/[C:40]([OH:42])=[O:41])=[C:19]([N:21]4[CH2:26][CH2:25][CH2:24][C@@H:23]([O:27][C:28]([NH:30][CH2:31][CH2:32][N:33]5[CH2:37][CH2:36][CH2:35][CH2:34]5)=[O:29])[CH2:22]4)[N:20]=[C:15]3[CH:14]=2)=[O:12])[S:8][CH:9]=1)([CH3:4])([CH3:2])[CH3:3]. The catalyst class is: 89. (6) Reactant: [CH3:1][C:2]1[CH:7]=[CH:6][N:5]2[C:8]([C:11]3[CH:12]=[C:13]([OH:17])[CH:14]=[CH:15][CH:16]=3)=[CH:9][N:10]=[C:4]2[CH:3]=1.N1C=CC=CC=1.[F:24][C:25]([F:38])([F:37])[S:26](O[S:26]([C:25]([F:38])([F:37])[F:24])(=[O:28])=[O:27])(=[O:28])=[O:27].O. Product: [CH3:1][C:2]1[CH:7]=[CH:6][N:5]2[C:8]([C:11]3[CH:12]=[C:13]([O:17][S:26]([C:25]([F:38])([F:37])[F:24])(=[O:28])=[O:27])[CH:14]=[CH:15][CH:16]=3)=[CH:9][N:10]=[C:4]2[CH:3]=1. The catalyst class is: 4.